This data is from Catalyst prediction with 721,799 reactions and 888 catalyst types from USPTO. The task is: Predict which catalyst facilitates the given reaction. (1) Reactant: P(Br)(Br)[Br:2].[F:5][C:6]1[CH:7]=[C:8]([CH2:18]O)[CH:9]=[C:10]([CH2:15][O:16][CH3:17])[C:11]=1[N+:12]([O-:14])=[O:13]. Product: [Br:2][CH2:18][C:8]1[CH:9]=[C:10]([CH2:15][O:16][CH3:17])[C:11]([N+:12]([O-:14])=[O:13])=[C:6]([F:5])[CH:7]=1. The catalyst class is: 28. (2) Reactant: [N:1]1[CH:6]=[CH:5][N:4]=[CH:3][C:2]=1[NH2:7].[C:8]([N:13]=[C:14]=[S:15])(=[O:12])[O:9][CH2:10][CH3:11]. Product: [N:1]1[CH:6]=[CH:5][N:4]=[CH:3][C:2]=1[NH:7][C:14]([NH:13][C:8](=[O:12])[O:9][CH2:10][CH3:11])=[S:15]. The catalyst class is: 12. (3) Reactant: [S:1]1[C:5]([C:6]([OH:8])=[O:7])=[CH:4][CH:3]=[C:2]1[C:9]([OH:11])=[O:10].[C:12](=O)([O-])[O-].[Na+].[Na+].CI. Product: [CH3:12][O:7][C:6]([C:5]1[S:1][C:2]([C:9]([OH:11])=[O:10])=[CH:3][CH:4]=1)=[O:8]. The catalyst class is: 9. (4) Reactant: [C:1]1([C:7]2([C:17]3[CH:22]=[CH:21][CH:20]=[CH:19][CH:18]=3)[CH:11]3[CH2:12][NH:13][CH2:14][CH2:15][N:10]3[C:9](=[O:16])[O:8]2)[CH:6]=[CH:5][CH:4]=[CH:3][CH:2]=1.C(N(C(C)C)CC)(C)C.[C:32](Cl)(=[O:41])[O:33][C:34]1[CH:39]=[CH:38][C:37]([F:40])=[CH:36][CH:35]=1. Product: [F:40][C:37]1[CH:38]=[CH:39][C:34]([O:33][C:32]([N:13]2[CH2:14][CH2:15][N:10]3[C:9](=[O:16])[O:8][C:7]([C:1]4[CH:6]=[CH:5][CH:4]=[CH:3][CH:2]=4)([C:17]4[CH:18]=[CH:19][CH:20]=[CH:21][CH:22]=4)[CH:11]3[CH2:12]2)=[O:41])=[CH:35][CH:36]=1. The catalyst class is: 7. (5) Reactant: [OH:1][B:2]([OH:12])[C:3]1[CH:11]=[CH:10][C:6]([C:7]([OH:9])=[O:8])=[CH:5][CH:4]=1.[CH2:13](O)[CH2:14]CO. The catalyst class is: 11. Product: [O:1]1[CH2:14][CH2:13][O:12][B:2]1[C:3]1[CH:11]=[CH:10][C:6]([C:7]([OH:9])=[O:8])=[CH:5][CH:4]=1. (6) Reactant: [O:1]=[C:2]1[CH2:6][C:5]2([CH2:11][CH2:10][N:9]([C:12]([O:14][C:15]([CH3:18])([CH3:17])[CH3:16])=[O:13])[CH2:8][CH2:7]2)[O:4][CH2:3]1.[Li+].C[Si]([N-][Si](C)(C)C)(C)C.[F:29][C:30]([F:50])([F:49])[S:31](N(C1C=CC(Cl)=CN=1)[S:31]([C:30]([F:50])([F:49])[F:29])(=[O:33])=[O:32])(=[O:33])=[O:32]. Product: [F:29][C:30]([F:50])([F:49])[S:31]([O:1][C:2]1[CH2:3][O:4][C:5]2([CH2:11][CH2:10][N:9]([C:12]([O:14][C:15]([CH3:18])([CH3:17])[CH3:16])=[O:13])[CH2:8][CH2:7]2)[CH:6]=1)(=[O:33])=[O:32]. The catalyst class is: 1. (7) Reactant: [C:1]1([CH:7]([C:11]2[CH:16]=[CH:15][CH:14]=[CH:13][CH:12]=2)[C:8](Cl)=[O:9])[CH:6]=[CH:5][CH:4]=[CH:3][CH:2]=1.[NH2:17][C:18]1[S:19][C:20]2[CH:26]=[C:25]([C:27]([F:30])([F:29])[F:28])[CH:24]=[CH:23][C:21]=2[N:22]=1. Product: [F:30][C:27]([F:28])([F:29])[C:25]1[CH:24]=[CH:23][C:21]2[N:22]=[C:18]([NH:17][C:8](=[O:9])[CH:7]([C:11]3[CH:16]=[CH:15][CH:14]=[CH:13][CH:12]=3)[C:1]3[CH:6]=[CH:5][CH:4]=[CH:3][CH:2]=3)[S:19][C:20]=2[CH:26]=1. The catalyst class is: 1.